Dataset: Human liver microsome stability data. Task: Regression/Classification. Given a drug SMILES string, predict its absorption, distribution, metabolism, or excretion properties. Task type varies by dataset: regression for continuous measurements (e.g., permeability, clearance, half-life) or binary classification for categorical outcomes (e.g., BBB penetration, CYP inhibition). Dataset: hlm. (1) The drug is CCCCCC(C)NCc1coc(-c2ccc(OC)cc2)n1. The result is 0 (unstable in human liver microsomes). (2) The result is 0 (unstable in human liver microsomes). The drug is CC(C)(C)NC(=O)Nc1nc(Cl)c(COCc2ccccc2)n(CC(=O)Nc2ccccc2C(=O)NS(=O)(=O)c2ccc(C(F)(F)F)cc2)c1=O. (3) The compound is CCS(=O)(=O)Nc1ccc2c(c1)S(=O)(=O)NC(c1c(O)c(-c3cccs3)nn(CCC(C)C)c1=O)=N2. The result is 0 (unstable in human liver microsomes). (4) The compound is O=C(NOCCO)c1cc(CN2CCCC2=O)c(F)c(F)c1Nc1ccc(I)cc1F. The result is 0 (unstable in human liver microsomes). (5) The molecule is CC(C)(C)c1cc(NC(=O)[C@@H]2CCCN2C2CCCCC2)no1. The result is 1 (stable in human liver microsomes).